Dataset: Catalyst prediction with 721,799 reactions and 888 catalyst types from USPTO. Task: Predict which catalyst facilitates the given reaction. (1) Reactant: [O:1]=[C:2]1[N:6]([C:7]([O:9][C:10]([CH3:13])([CH3:12])[CH3:11])=[O:8])[C@H:5]([C:14]([O:16][CH2:17][CH3:18])=[O:15])[CH2:4][CH2:3]1.[CH3:19][Mg]Br. Product: [C:10]([O:9][C:7]([NH:6][C@@H:5]([CH2:4][CH2:3][C:2](=[O:1])[CH3:19])[C:14]([O:16][CH2:17][CH3:18])=[O:15])=[O:8])([CH3:13])([CH3:12])[CH3:11]. The catalyst class is: 1. (2) Reactant: [C:1]([O:5][C:6](=[O:20])[N:7]([CH2:12][C:13](=[O:19])[NH:14][CH2:15][CH2:16][CH:17]=[CH2:18])[C@H:8]([CH3:11])[CH2:9]O)([CH3:4])([CH3:3])[CH3:2].C1(P(C2C=CC=CC=2)C2C=CC=CC=2)C=CC=CC=1.N(C(OC(C)C)=O)=NC(OC(C)C)=O. Product: [C:1]([O:5][C:6]([N:7]1[CH2:12][C:13](=[O:19])[N:14]([CH2:15][CH2:16][CH:17]=[CH2:18])[CH2:9][C@H:8]1[CH3:11])=[O:20])([CH3:4])([CH3:3])[CH3:2]. The catalyst class is: 7. (3) Reactant: [Cl:1][C:2]1[CH:10]=[C:9]2[C:5]([C:6]([C:12]3[N:17]=[C:16]4[C:18]([C:29](O)=[O:30])=[CH:19][N:20]([CH2:21][O:22][CH2:23][CH2:24][Si:25]([CH3:28])([CH3:27])[CH3:26])[C:15]4=[N:14][CH:13]=3)=[N:7][N:8]2[CH3:11])=[CH:4][CH:3]=1.CN(C(ON1N=NC2C=CC=NC1=2)=[N+](C)C)C.F[P-](F)(F)(F)(F)F.C(N(CC)C(C)C)(C)C.[NH2:65][CH:66]([CH2:69][OH:70])[CH2:67][OH:68]. Product: [Cl:1][C:2]1[CH:10]=[C:9]2[C:5]([C:6]([C:12]3[N:17]=[C:16]4[C:18]([C:29]([NH:65][CH:66]([CH2:69][OH:70])[CH2:67][OH:68])=[O:30])=[CH:19][N:20]([CH2:21][O:22][CH2:23][CH2:24][Si:25]([CH3:26])([CH3:27])[CH3:28])[C:15]4=[N:14][CH:13]=3)=[N:7][N:8]2[CH3:11])=[CH:4][CH:3]=1. The catalyst class is: 248. (4) Reactant: [CH:1]1([C:4]2[CH:5]=[C:6]([C:14](=O)[C:15]([C:17]3[CH:22]=[CH:21][CH:20]=[C:19]([C:23]#C[Si](C(C)C)(C(C)C)C(C)C)C=3)=O)[CH:7]=[CH:8][C:9]=2[O:10][CH:11]([F:13])F)[CH2:3][CH2:2]1.[F-:36].[CH2:37]([N+](CCCC)(CCCC)CCCC)CCC.Cl.[CH3:55][NH:56][C:57]([NH2:59])=[NH:58].[C:60](=[O:63])([O-])[O-].[Na+].[Na+]. Product: [NH2:58][C:57]1[N:56]([CH3:55])[C:60](=[O:63])[C:14]([C:6]2[CH:7]=[CH:8][C:9]([O:10][CH:11]([F:13])[F:36])=[C:4]([CH:1]3[CH2:3][CH2:2]3)[CH:5]=2)([C:15]2[CH:17]=[CH:22][CH:21]=[C:20]([C:19]#[CH:23])[CH:37]=2)[N:59]=1. The catalyst class is: 469. (5) Reactant: [NH2:1][C:2]1[CH:30]=[CH:29][C:5]([O:6][C:7]2[C:12]3[CH:13]4[N:21](C(OC(C)(C)C)=O)[CH2:20][CH2:19][CH2:18][N:14]4[C:15](=[O:17])[NH:16][C:11]=3[N:10]=[CH:9][CH:8]=2)=[CH:4][CH:3]=1. Product: [NH2:1][C:2]1[CH:30]=[CH:29][C:5]([O:6][C:7]2[C:12]3[CH:13]4[NH:21][CH2:20][CH2:19][CH2:18][N:14]4[C:15](=[O:17])[NH:16][C:11]=3[N:10]=[CH:9][CH:8]=2)=[CH:4][CH:3]=1. The catalyst class is: 5.